The task is: Predict which catalyst facilitates the given reaction.. This data is from Catalyst prediction with 721,799 reactions and 888 catalyst types from USPTO. (1) The catalyst class is: 318. Product: [NH2:35][C:24]1[C:23]([O:22][CH2:21][CH:18]2[CH2:19][CH2:20][N:15]([C:4]3[N:5]=[C:6]([O:8][CH2:9][C@H:10]4[CH2:14][CH2:13][CH2:12][O:11]4)[N:7]=[C:2]([C:96]([NH:36][C@H:37]([CH3:40])[CH2:38][OH:39])=[O:97])[CH:3]=3)[CH2:16][CH2:17]2)=[CH:28][C:27]([C:29]2[N:30]=[CH:31][N:32]([CH3:34])[CH:33]=2)=[CH:26][N:25]=1. Reactant: Cl[C:2]1[N:7]=[C:6]([O:8][CH2:9][C@H:10]2[CH2:14][CH2:13][CH2:12][O:11]2)[N:5]=[C:4]([N:15]2[CH2:20][CH2:19][CH:18]([CH2:21][O:22][C:23]3[C:24]([NH2:35])=[N:25][CH:26]=[C:27]([C:29]4[N:30]=[CH:31][N:32]([CH3:34])[CH:33]=4)[CH:28]=3)[CH2:17][CH2:16]2)[CH:3]=1.[NH2:36][C@H:37]([CH3:40])[CH2:38][OH:39].CCN(C(C)C)C(C)C.C1C=CC(P(C2C(C3C(P(C4C=CC=CC=4)C4C=CC=CC=4)=CC=C4C=3C=CC=C4)=C3C(C=CC=C3)=CC=2)C2C=CC=CC=2)=CC=1.[CH3:96][OH:97]. (2) Reactant: [CH2:1]([CH2:6][O:7][CH2:8][CH2:9][NH2:10])[O:2][CH2:3][CH2:4][NH2:5].[CH3:11][CH:12]([CH3:17])[CH2:13][C:14](=O)[CH3:15].C(=O)([O-])[O-].[Na+].[Na+]. Product: [CH2:6]([O:7][CH2:8][CH2:9][NH:10][CH:14]([CH2:13][CH:12]([CH3:17])[CH3:11])[CH3:15])[CH2:1][O:2][CH2:3][CH2:4][NH:5][CH:14]([CH2:13][CH:12]([CH3:17])[CH3:11])[CH3:15]. The catalyst class is: 46. (3) Reactant: [Br-].[CH:2]12[C:14](=[N+:15]3CCCC3)[CH:11]([CH2:12][CH2:13]1)[CH2:10][C:9]1[CH:8]=[CH:7][CH:6]=[CH:5][C:4]=1[CH2:3]2.O.Cl.NO.O.O.O.C([O-])(=[O:29])C.[Na+]. Product: [CH:2]12[C:14](=[N:15][OH:29])[CH:11]([CH2:12][CH2:13]1)[CH2:10][C:9]1[CH:8]=[CH:7][CH:6]=[CH:5][C:4]=1[CH2:3]2. The catalyst class is: 14. (4) Reactant: [NH2:1][C:2]1[N:7]=[C:6]([C:8]2[O:9][CH:10]=[CH:11][CH:12]=2)[C:5]([C:13]#[N:14])=[C:4](S(C)(=O)=O)[N:3]=1.[C:19]1([CH2:25][CH2:26][CH2:27][CH2:28][OH:29])[CH:24]=[CH:23][CH:22]=[CH:21][CH:20]=1.C1CCN2C(=NCCC2)CC1. Product: [NH2:1][C:2]1[N:7]=[C:6]([C:8]2[O:9][CH:10]=[CH:11][CH:12]=2)[C:5]([C:13]#[N:14])=[C:4]([O:29][CH2:28][CH2:27][CH2:26][CH2:25][C:19]2[CH:24]=[CH:23][CH:22]=[CH:21][CH:20]=2)[N:3]=1. The catalyst class is: 57. (5) Reactant: [CH3:1][O:2][C:3]1[N:8]=[N:7][C:6]([NH2:9])=[CH:5][CH:4]=1.[H-].[Na+].[N+](C1C=CC([O:21][C:22]([N:24]2[CH2:27][CH:26]([O:28][C:29]3[CH:34]=[CH:33][C:32]([C:35]4[CH:40]=[CH:39][CH:38]=[CH:37][C:36]=4[F:41])=[CH:31][N:30]=3)[CH2:25]2)=O)=CC=1)([O-])=O. Product: [CH3:1][O:2][C:3]1[N:8]=[N:7][C:6]([NH:9][C:22]([N:24]2[CH2:25][CH:26]([O:28][C:29]3[CH:34]=[CH:33][C:32]([C:35]4[CH:40]=[CH:39][CH:38]=[CH:37][C:36]=4[F:41])=[CH:31][N:30]=3)[CH2:27]2)=[O:21])=[CH:5][CH:4]=1. The catalyst class is: 3.